From a dataset of TCR-epitope binding with 47,182 pairs between 192 epitopes and 23,139 TCRs. Binary Classification. Given a T-cell receptor sequence (or CDR3 region) and an epitope sequence, predict whether binding occurs between them. (1) The epitope is TPQDLNTML. The TCR CDR3 sequence is CASSLGASYEQYF. Result: 1 (the TCR binds to the epitope). (2) The epitope is DATYQRTRALVR. The TCR CDR3 sequence is CSAESGNTEAFF. Result: 1 (the TCR binds to the epitope). (3) The epitope is FRYMNSQGL. The TCR CDR3 sequence is CASSYLTSKETQYF. Result: 0 (the TCR does not bind to the epitope).